Dataset: Reaction yield outcomes from USPTO patents with 853,638 reactions. Task: Predict the reaction yield, written as a fraction of the theoretical maximum amount of product (1.0 means a 100% yield; for example, 0.34 means a 34% yield). (1) The reactants are [Cl:1][C:2]1[CH:3]=[C:4]([CH2:9][OH:10])[CH:5]=[N:6][C:7]=1[Cl:8]. The catalyst is C(Cl)Cl.[O-2].[O-2].[Mn+4]. The product is [Cl:1][C:2]1[CH:3]=[C:4]([CH:9]=[O:10])[CH:5]=[N:6][C:7]=1[Cl:8]. The yield is 0.480. (2) The catalyst is C(O)(=O)C. The product is [CH3:12][C:11]1([CH3:14])[NH:13][CH:22]([C:21]2[CH:20]=[CH:19][C:18](/[CH:24]=[CH:25]/[C:26]([O:28][CH3:29])=[O:27])=[CH:17][C:16]=2[F:15])[C:2]2[NH:1][C:9]3[C:4]([C:3]=2[CH2:10]1)=[CH:5][CH:6]=[CH:7][CH:8]=3. The yield is 0.990. The reactants are [NH:1]1[C:9]2[C:4](=[CH:5][CH:6]=[CH:7][CH:8]=2)[C:3]([CH2:10][C:11]([CH3:14])([NH2:13])[CH3:12])=[CH:2]1.[F:15][C:16]1[CH:17]=[C:18](/[CH:24]=[CH:25]/[C:26]([O:28][CH3:29])=[O:27])[CH:19]=[CH:20][C:21]=1[CH:22]=O. (3) The reactants are Cl.[CH2:2]([N:9]1[CH2:16][CH:15]2[CH:11]([CH2:12][NH:13][CH2:14]2)[CH2:10]1)[C:3]1[CH:8]=[CH:7][CH:6]=[CH:5][CH:4]=1.C(N(C(C)C)CC)(C)C.Cl[C:27]1[CH:32]=[CH:31][C:30]2=[N:33][N:34]=[C:35]([C:36]([F:39])([F:38])[F:37])[N:29]2[N:28]=1. The catalyst is C(O)C. The product is [CH2:2]([N:9]1[CH2:10][CH:11]2[CH2:12][N:13]([C:27]3[CH:32]=[CH:31][C:30]4=[N:33][N:34]=[C:35]([C:36]([F:39])([F:37])[F:38])[N:29]4[N:28]=3)[CH2:14][CH:15]2[CH2:16]1)[C:3]1[CH:8]=[CH:7][CH:6]=[CH:5][CH:4]=1. The yield is 0.830. (4) The reactants are [Cl:1][C:2]1[CH:7]=[C:6](B2OC(C)(C)C(C)(C)O2)[CH:5]=[CH:4][C:3]=1[C:17]1[C:28](=[O:29])[N:27]([CH2:30][CH:31]2[CH2:36][CH2:35][N:34]([C:37]([O:39][C:40]([CH3:43])([CH3:42])[CH3:41])=[O:38])[CH2:33][CH2:32]2)[C:20]2[N:21]=[C:22]([S:25][CH3:26])[N:23]=[CH:24][C:19]=2[CH:18]=1.C([O-])([O-])=O.[Cs+].[Cs+].Br[C:51]1[CH:56]=[CH:55][CH:54]=[C:53]([CH3:57])[N:52]=1. The catalyst is COCCOC.CCO.C1(C)C=CC=CC=1.O.CCOC(C)=O.C1C=CC([P]([Pd]([P](C2C=CC=CC=2)(C2C=CC=CC=2)C2C=CC=CC=2)([P](C2C=CC=CC=2)(C2C=CC=CC=2)C2C=CC=CC=2)[P](C2C=CC=CC=2)(C2C=CC=CC=2)C2C=CC=CC=2)(C2C=CC=CC=2)C2C=CC=CC=2)=CC=1. The product is [Cl:1][C:2]1[CH:7]=[C:6]([C:51]2[CH:56]=[CH:55][CH:54]=[C:53]([CH3:57])[N:52]=2)[CH:5]=[CH:4][C:3]=1[C:17]1[C:28](=[O:29])[N:27]([CH2:30][CH:31]2[CH2:36][CH2:35][N:34]([C:37]([O:39][C:40]([CH3:43])([CH3:42])[CH3:41])=[O:38])[CH2:33][CH2:32]2)[C:20]2[N:21]=[C:22]([S:25][CH3:26])[N:23]=[CH:24][C:19]=2[CH:18]=1. The yield is 0.490. (5) The reactants are [Cl:1][C:2]1[CH:7]=[CH:6][CH:5]=[CH:4][C:3]=1[C@H:8]([O:10][C:11]1[CH:15]=[C:14]([N:16]2[C:20]3[CH:21]=[C:22]([CH2:25][N:26]4[CH2:32][CH2:31][CH2:30][N:29]([CH3:33])[CH2:28][CH2:27]4)[CH:23]=[CH:24][C:19]=3[N:18]=[CH:17]2)[S:13][C:12]=1[C:34]([O:36]C)=O)[CH3:9].[NH3:38]. The catalyst is CO. The product is [Cl:1][C:2]1[CH:7]=[CH:6][CH:5]=[CH:4][C:3]=1[C@H:8]([O:10][C:11]1[CH:15]=[C:14]([N:16]2[C:20]3[CH:21]=[C:22]([CH2:25][N:26]4[CH2:32][CH2:31][CH2:30][N:29]([CH3:33])[CH2:28][CH2:27]4)[CH:23]=[CH:24][C:19]=3[N:18]=[CH:17]2)[S:13][C:12]=1[C:34]([NH2:38])=[O:36])[CH3:9]. The yield is 0.560. (6) The reactants are C1CCC(N=C=NC2CCCCC2)CC1.Cl.[F:17][C:18]1[CH:19]=[C:20]([CH:24]([NH:28][C:29]2[CH:34]=[CH:33][CH:32]=[CH:31][CH:30]=2)[C:25]([OH:27])=[O:26])[CH:21]=[CH:22][CH:23]=1.C1C=CC2N(O)N=NC=2C=1.[N:45]12[CH2:52][CH2:51][CH:48]([CH2:49][CH2:50]1)[C@@H:47](O)[CH2:46]2. The catalyst is C1COCC1. The product is [F:17][C:18]1[CH:19]=[C:20]([CH:24]([NH:28][C:29]2[CH:34]=[CH:33][CH:32]=[CH:31][CH:30]=2)[C:25]([O:27][C@@H:47]2[CH:48]3[CH2:51][CH2:52][N:45]([CH2:50][CH2:49]3)[CH2:46]2)=[O:26])[CH:21]=[CH:22][CH:23]=1. The yield is 0.560.